Predict the reactants needed to synthesize the given product. From a dataset of Full USPTO retrosynthesis dataset with 1.9M reactions from patents (1976-2016). (1) Given the product [Cl:43][C:41]([C:39]1[O:11][N:60]=[C:62]([O:63][CH2:45][C:46]([O:48][CH2:49][CH3:50])=[O:47])[CH:38]=1)=[O:42].[CH2:49]([O:48][C:46](=[O:47])[CH2:45][O:63][C:25]1[CH:24]=[C:22]([C:51]([O:42][CH3:41])=[O:52])[O:23][N:26]=1)[CH3:50], predict the reactants needed to synthesize it. The reactants are: ClC1C=CC(N([C@H]2C3C(=CC=CC=3)N([C:22]([C:24]3[CH:25]=[N:26]N(C(C)C)C=3)=[O:23])[C@@H](C)C2)C(=[O:11])C)=CC=1.C(N1C=[C:39]([C:41]([Cl:43])=[O:42])[CH:38]=N1)(C)C.Br[CH2:45][C:46]([O:48][CH2:49][CH3:50])=[O:47].[C:51](=O)([O-])[O-:52].[K+].[K+].[I-].[K+].C[N:60]([CH:62]=[O:63])C. (2) Given the product [C:1]([O:5][C:6]([N:8]1[CH2:9][C@H:10]([C:25](=[O:26])[NH:29][CH3:28])[N:11]([C:15]([O:17][CH2:18][C:19]2[CH:20]=[CH:21][CH:22]=[CH:23][CH:24]=2)=[O:16])[CH2:12][C@H:13]1[CH3:14])=[O:7])([CH3:4])([CH3:2])[CH3:3], predict the reactants needed to synthesize it. The reactants are: [C:1]([O:5][C:6]([N:8]1[C@H:13]([CH3:14])[CH2:12][N:11]([C:15]([O:17][CH2:18][C:19]2[CH:24]=[CH:23][CH:22]=[CH:21][CH:20]=2)=[O:16])[C@@H:10]([C:25](O)=[O:26])[CH2:9]1)=[O:7])([CH3:4])([CH3:3])[CH3:2].[CH3:28][N:29](C(ON1N=NC2C=CC=NC1=2)=[N+](C)C)C.F[P-](F)(F)(F)(F)F.CCN(C(C)C)C(C)C.CN.C1COCC1.